From a dataset of Forward reaction prediction with 1.9M reactions from USPTO patents (1976-2016). Predict the product of the given reaction. Given the reactants [Cl:1][C:2]1[CH:7]=[CH:6][C:5]([C:8]2[CH:13]=[N:12][C:11](I)=[CH:10][N:9]=2)=[CH:4][CH:3]=1.[C:15]([C:17]1[CH:26]=[CH:25][C:20]([O:21][CH2:22][CH2:23][OH:24])=[CH:19][CH:18]=1)#[CH:16].N1CCCCC1, predict the reaction product. The product is: [Cl:1][C:2]1[CH:7]=[CH:6][C:5]([C:8]2[N:9]=[CH:10][C:11]([C:16]#[C:15][C:17]3[CH:26]=[CH:25][C:20]([O:21][CH2:22][CH2:23][OH:24])=[CH:19][CH:18]=3)=[N:12][CH:13]=2)=[CH:4][CH:3]=1.